Dataset: Reaction yield outcomes from USPTO patents with 853,638 reactions. Task: Predict the reaction yield, written as a fraction of the theoretical maximum amount of product (1.0 means a 100% yield; for example, 0.34 means a 34% yield). (1) The reactants are [CH3:1][C:2]1[O:6][C:5]([C:7]2[CH:14]=[CH:13][C:10]([CH:11]=O)=[CH:9][CH:8]=2)=[N:4][N:3]=1.[NH2:15][C:16]1[N:17]=[N:18][C:19]([CH3:22])=[CH:20][CH:21]=1.C([O:25][C:26](=O)[C:27]([OH:40])=[CH:28][C:29]([C:31]1[CH:36]=[CH:35][C:34]([CH:37]([CH3:39])[CH3:38])=[CH:33][CH:32]=1)=[O:30])C. No catalyst specified. The product is [OH:40][C:27]1[C:26](=[O:25])[N:15]([C:16]2[N:17]=[N:18][C:19]([CH3:22])=[CH:20][CH:21]=2)[CH:11]([C:10]2[CH:13]=[CH:14][C:7]([C:5]3[O:6][C:2]([CH3:1])=[N:3][N:4]=3)=[CH:8][CH:9]=2)[C:28]=1[C:29](=[O:30])[C:31]1[CH:36]=[CH:35][C:34]([CH:37]([CH3:39])[CH3:38])=[CH:33][CH:32]=1. The yield is 0.190. (2) The reactants are [NH2:1][C:2]1[C:11]2[C:6](=[C:7](Br)[CH:8]=[CH:9][CH:10]=2)[N:5]=[N:4][C:3]=1[C:13]([NH:15][CH:16]1[CH2:18][CH2:17]1)=[O:14].[CH3:19][O:20][C:21]1[CH:26]=[C:25]([O:27][CH3:28])[CH:24]=[CH:23][C:22]=1B(O)O. No catalyst specified. The product is [NH2:1][C:2]1[C:11]2[C:6](=[C:7]([C:24]3[CH:23]=[CH:22][C:21]([O:20][CH3:19])=[CH:26][C:25]=3[O:27][CH3:28])[CH:8]=[CH:9][CH:10]=2)[N:5]=[N:4][C:3]=1[C:13]([NH:15][CH:16]1[CH2:18][CH2:17]1)=[O:14]. The yield is 0.800. (3) The reactants are [F:1][C:2]1[CH:3]=[N:4][N:5]([CH3:15])[C:6]=1[C:7]1[CH:8]=[C:9]([C:12]([OH:14])=O)[S:10][CH:11]=1.[NH2:16][C@@H:17]([CH2:30][C:31]1[CH:36]=[CH:35][CH:34]=[CH:33][C:32]=1[C:37]([F:40])([F:39])[F:38])[CH2:18][N:19]1[C:27](=[O:28])[C:26]2[C:21](=[CH:22][CH:23]=[CH:24][CH:25]=2)[C:20]1=[O:29].C(N(C(C)C)CC)(C)C.C1CN([P+](Br)(N2CCCC2)N2CCCC2)CC1.F[P-](F)(F)(F)(F)F. The catalyst is C(Cl)Cl. The product is [O:28]=[C:27]1[C:26]2[C:21](=[CH:22][CH:23]=[CH:24][CH:25]=2)[C:20](=[O:29])[N:19]1[CH2:18][C@@H:17]([NH:16][C:12]([C:9]1[S:10][CH:11]=[C:7]([C:6]2[N:5]([CH3:15])[N:4]=[CH:3][C:2]=2[F:1])[CH:8]=1)=[O:14])[CH2:30][C:31]1[CH:36]=[CH:35][CH:34]=[CH:33][C:32]=1[C:37]([F:39])([F:38])[F:40]. The yield is 0.650. (4) The reactants are [Cl:1][C:2]1[CH:7]=[CH:6][C:5]([S:8]([NH:11][CH:12]([C:14]2[N:18]([CH2:19][CH3:20])[C:17]3[CH:21]=[C:22]([C:25](OCC)=[O:26])[CH:23]=[CH:24][C:16]=3[N:15]=2)[CH3:13])(=[O:10])=[O:9])=[CH:4][CH:3]=1.CC(C[AlH]CC(C)C)C. No catalyst specified. The product is [Cl:1][C:2]1[CH:7]=[CH:6][C:5]([S:8]([NH:11][CH:12]([C:14]2[N:18]([CH2:19][CH3:20])[C:17]3[CH:21]=[C:22]([CH2:25][OH:26])[CH:23]=[CH:24][C:16]=3[N:15]=2)[CH3:13])(=[O:9])=[O:10])=[CH:4][CH:3]=1. The yield is 0.680. (5) The product is [CH3:1][C:2]1[CH:7]=[CH:6][C:5]([S:8]([O:11][CH2:12][CH:13]2[CH2:17][C:16]3[CH:18]=[CH:19][CH:20]=[C:21]([C:26]4[CH:27]=[CH:28][CH:29]=[CH:30][C:25]=4[O:24][CH3:23])[C:15]=3[O:14]2)(=[O:10])=[O:9])=[CH:4][CH:3]=1. The yield is 0.680. The catalyst is CC1C=CC=CC=1[P](C1C=CC=CC=1C)([Pd](Cl)(Cl)[P](C1=C(C)C=CC=C1)(C1C=CC=CC=1C)C1C=CC=CC=1C)C1C=CC=CC=1C. The reactants are [CH3:1][C:2]1[CH:7]=[CH:6][C:5]([S:8]([O:11][CH2:12][CH:13]2[CH2:17][C:16]3[CH:18]=[CH:19][CH:20]=[C:21](Br)[C:15]=3[O:14]2)(=[O:10])=[O:9])=[CH:4][CH:3]=1.[CH3:23][O:24][C:25]1[CH:30]=[CH:29][CH:28]=[CH:27][C:26]=1B(O)O.C(=O)([O-])[O-].[K+].[K+].CC1C=CC(S(OCC2CC3C(C4C=CC=CC=4)=CC=CC=3O2)(=O)=O)=CC=1.